From a dataset of Catalyst prediction with 721,799 reactions and 888 catalyst types from USPTO. Predict which catalyst facilitates the given reaction. (1) Reactant: [Cl:1][C:2]1[N:7]=[C:6]2[N:8]([C@@H:11]3[O:23][C@H:22]([CH2:24][O:25]C(=O)C)[C@@H:17]([O:18]C(=O)C)[C@H:12]3[O:13]C(=O)C)[CH:9]=[N:10][C:5]2=[C:4]([S:29][CH2:30][C:31]2[CH:36]=[CH:35][C:34]([N+:37]([O-:39])=[O:38])=[CH:33][CH:32]=2)[CH:3]=1.N. Product: [Cl:1][C:2]1[N:7]=[C:6]2[N:8]([C@@H:11]3[O:23][C@H:22]([CH2:24][OH:25])[C@@H:17]([OH:18])[C@H:12]3[OH:13])[CH:9]=[N:10][C:5]2=[C:4]([S:29][CH2:30][C:31]2[CH:32]=[CH:33][C:34]([N+:37]([O-:39])=[O:38])=[CH:35][CH:36]=2)[CH:3]=1. The catalyst class is: 5. (2) Reactant: [N:1]([C@:4]12[CH2:30][CH2:29][C@@H:28]([C:31]([CH3:33])=[CH2:32])[C@@H:5]1[C@@H:6]1[C@@:19]([CH3:22])([CH2:20][CH2:21]2)[C@@:18]2([CH3:23])[C@@H:9]([C@:10]3([CH3:27])[C@@H:15]([CH2:16][CH2:17]2)[C:14]([CH3:25])([CH3:24])[C:13](=[O:26])[CH2:12][CH2:11]3)[CH2:8][CH2:7]1)=C=O.[ClH:34]. Product: [Cl-:34].[CH3:22][C@:19]12[C@@:18]3([CH3:23])[C@@H:9]([C@:10]4([CH3:27])[C@@H:15]([CH2:16][CH2:17]3)[C:14]([CH3:24])([CH3:25])[C:13](=[O:26])[CH2:12][CH2:11]4)[CH2:8][CH2:7][C@@H:6]1[C@H:5]1[C@H:28]([C:31]([CH3:33])=[CH2:32])[CH2:29][CH2:30][C@:4]1([NH3+:1])[CH2:21][CH2:20]2. The catalyst class is: 12. (3) Reactant: [Cl:1][C:2]1[CH:3]=[C:4]([NH:23][C:24]([NH:26][C:27]2[C:32]([CH3:33])=[CH:31][C:30]([CH2:34][CH:35]=[CH2:36])=[CH:29][C:28]=2[CH3:37])=[O:25])[C:5]([C:8]([NH:10][C:11]2([C:19]([O:21][CH3:22])=[O:20])[CH2:18][CH2:17][CH2:16][CH2:15][CH2:14][CH2:13][CH2:12]2)=[O:9])=[N:6][CH:7]=1. Product: [Cl:1][C:2]1[CH:3]=[C:4]([NH:23][C:24]([NH:26][C:27]2[C:28]([CH3:37])=[CH:29][C:30]([CH2:34][CH2:35][CH3:36])=[CH:31][C:32]=2[CH3:33])=[O:25])[C:5]([C:8]([NH:10][C:11]2([C:19]([O:21][CH3:22])=[O:20])[CH2:18][CH2:17][CH2:16][CH2:15][CH2:14][CH2:13][CH2:12]2)=[O:9])=[N:6][CH:7]=1. The catalyst class is: 78. (4) Reactant: [CH2:1]([O:8][C@H:9]1[C@H:14]([O:15][CH2:16][C:17]2[CH:22]=[CH:21][CH:20]=[CH:19][CH:18]=2)[C@H:13]([O:23][CH2:24][C:25]2[CH:30]=[CH:29][CH:28]=[CH:27][CH:26]=2)[C@@H:12](F)[O:11][C@@H:10]1[CH2:32][O:33][CH2:34][C:35]1[CH:40]=[CH:39][CH:38]=[CH:37][CH:36]=1)[C:2]1[CH:7]=[CH:6][CH:5]=[CH:4][CH:3]=1.F[B-](F)(F)[C:43]#[C:44][Si:45]([CH3:48])([CH3:47])[CH3:46].B(F)(F)F.CCOCC. Product: [CH3:46][Si:45]([CH3:48])([CH3:47])[C:44]#[C:43][C@@H:12]1[C@@H:13]([O:23][CH2:24][C:25]2[CH:26]=[CH:27][CH:28]=[CH:29][CH:30]=2)[C@@H:14]([O:15][CH2:16][C:17]2[CH:22]=[CH:21][CH:20]=[CH:19][CH:18]=2)[C@H:9]([O:8][CH2:1][C:2]2[CH:3]=[CH:4][CH:5]=[CH:6][CH:7]=2)[C@@H:10]([CH2:32][O:33][CH2:34][C:35]2[CH:36]=[CH:37][CH:38]=[CH:39][CH:40]=2)[O:11]1. The catalyst class is: 210. (5) Reactant: Cl.[NH2:2][CH2:3][C:4]([C:6]1[CH:11]=[CH:10][CH:9]=[CH:8][CH:7]=1)=O.[C:12]([CH2:17][C:18]([O:20][CH2:21][CH3:22])=[O:19])(=O)[CH:13]([CH3:15])[CH3:14].C([O-])(=O)C.[Na+]. Product: [CH2:21]([O:20][C:18]([C:17]1[C:4]([C:6]2[CH:11]=[CH:10][CH:9]=[CH:8][CH:7]=2)=[CH:3][NH:2][C:12]=1[CH:13]([CH3:15])[CH3:14])=[O:19])[CH3:22]. The catalyst class is: 6. (6) Reactant: C(OC(NCCOC1C=[C:14]([C@H:18]([O:31][C:32]([C@@H:34]2[CH2:39][CH2:38][CH2:37][CH2:36][N:35]2[C:40](=[O:48])[C:41](=[O:47])[C:42]([CH3:46])([CH3:45])[CH2:43][CH3:44])=[O:33])CCC2C=CC(OC)=C(OC)C=2)C=CC=1)=O)(C)(C)C.Cl.O1CCOCC1. Product: [O:48]=[C:40]([N:35]1[CH2:36][CH2:37][CH2:38][CH2:39][C@H:34]1[C:32]([O:31][CH2:18][CH3:14])=[O:33])[C:41](=[O:47])[C:42]([CH3:45])([CH3:46])[CH2:43][CH3:44]. The catalyst class is: 2. (7) Reactant: [NH2:1][C:2]1[C:3]([CH3:9])=[CH:4][C:5]([Cl:8])=[N:6][CH:7]=1.[I:10]N1C(=O)CCC1=O.C(OCC)(=O)C. Product: [NH2:1][C:2]1[C:7]([I:10])=[N:6][C:5]([Cl:8])=[CH:4][C:3]=1[CH3:9]. The catalyst class is: 3. (8) Reactant: [NH2:1][C:2]1[CH:7]=[CH:6][C:5]([OH:8])=[CH:4][CH:3]=1.N1C=CC=CC=1.Cl[C:16]([O:18][CH2:19][CH3:20])=[O:17]. Product: [CH2:19]([O:18][C:16]([NH:1][C:2]1[CH:7]=[CH:6][C:5]([OH:8])=[CH:4][CH:3]=1)=[O:17])[CH3:20]. The catalyst class is: 4. (9) Reactant: O[CH2:2][N:3]1[CH:7]=[C:6]([C:8]([O:10][CH2:11][CH3:12])=[O:9])[C:5]([C:13]([F:16])([F:15])[F:14])=[N:4]1.S(Cl)([Cl:19])=O. Product: [Cl:19][CH2:2][N:3]1[CH:7]=[C:6]([C:8]([O:10][CH2:11][CH3:12])=[O:9])[C:5]([C:13]([F:16])([F:15])[F:14])=[N:4]1. The catalyst class is: 4.